From a dataset of Full USPTO retrosynthesis dataset with 1.9M reactions from patents (1976-2016). Predict the reactants needed to synthesize the given product. (1) Given the product [Br:12][C:11]1[C:6]([CH2:5][OH:4])=[N:7][C:8]([O:13][CH3:14])=[CH:9][CH:10]=1, predict the reactants needed to synthesize it. The reactants are: C([O:4][CH2:5][C:6]1[C:11]([Br:12])=[CH:10][CH:9]=[C:8]([O:13][CH3:14])[N:7]=1)(=O)C.C(=O)([O-])[O-].[K+].[K+]. (2) Given the product [CH3:19][C:20]1[CH:30]=[CH:29][C:23]([C:24]([O:26][CH2:27][N:15]2[C:14](=[O:16])[O:13][N:12]=[C:11]2[C:7]2[CH:6]=[C:5]([C:4]([F:3])([F:17])[F:18])[CH:10]=[CH:9][N:8]=2)=[O:25])=[CH:22][CH:21]=1, predict the reactants needed to synthesize it. The reactants are: [H-].[Na+].[F:3][C:4]([F:18])([F:17])[C:5]1[CH:10]=[CH:9][N:8]=[C:7]([C:11]2[NH:12][O:13][C:14](=[O:16])[N:15]=2)[CH:6]=1.[CH3:19][C:20]1[CH:30]=[CH:29][C:23]([C:24]([O:26][CH2:27]Cl)=[O:25])=[CH:22][CH:21]=1.[Cl-].[NH4+]. (3) Given the product [Cl:13][C:14]1[CH:22]=[CH:21][CH:20]=[CH:19][C:15]=1[C:16]1[N:6]=[C:4]([N:23]2[CH2:28][CH2:27][CH2:26][CH2:25][CH2:24]2)[C:3]2[C:2](=[CH:10][CH:9]=[C:8]([O:11][CH3:12])[CH:7]=2)[N:1]=1, predict the reactants needed to synthesize it. The reactants are: [NH2:1][C:2]1[CH:10]=[CH:9][C:8]([O:11][CH3:12])=[CH:7][C:3]=1[C:4]([NH2:6])=O.[Cl:13][C:14]1[CH:22]=[CH:21][CH:20]=[CH:19][C:15]=1[C:16](Cl)=O.[NH:23]1[CH2:28][CH2:27][CH2:26][CH2:25][CH2:24]1. (4) Given the product [CH3:12][O:13][C:14]1[CH:15]=[C:16]([NH:17][C:2]2[CH:7]=[CH:6][CH:5]=[CH:4][C:3]=2[CH2:8][C:9]([OH:11])=[O:10])[C:18]([Cl:21])=[CH:19][CH:20]=1, predict the reactants needed to synthesize it. The reactants are: Br[C:2]1[CH:7]=[CH:6][CH:5]=[CH:4][C:3]=1[CH2:8][C:9]([OH:11])=[O:10].[CH3:12][O:13][C:14]1[CH:15]=[C:16]([C:18]([Cl:21])=[CH:19][CH:20]=1)[NH2:17]. (5) Given the product [Cl:27][C:28]1[CH:33]=[CH:32][CH:31]=[C:30]([C:34]([F:35])([F:37])[F:36])[C:29]=1[CH2:38][N:39]1[CH2:43][C@@H:42]([CH3:44])[C@@:41]([CH2:54][C:55]([OH:57])=[O:56])([C:45](=[O:53])[NH:46][CH:47]2[CH2:48][CH2:49][N:50]([CH2:7][C:1]3[CH2:6][CH2:5][CH2:4][CH2:3][CH:2]=3)[CH2:51][CH2:52]2)[CH2:40]1, predict the reactants needed to synthesize it. The reactants are: [C:1]1([CH:7]=O)[CH2:6][CH2:5][CH2:4][CH2:3][CH:2]=1.C(O)(=O)C.C(O[BH-](OC(=O)C)OC(=O)C)(=O)C.[Na+].[Cl:27][C:28]1[CH:33]=[CH:32][CH:31]=[C:30]([C:34]([F:37])([F:36])[F:35])[C:29]=1[CH2:38][N:39]1[CH2:43][C@@H:42]([CH3:44])[C@@:41]([CH2:54][C:55]([OH:57])=[O:56])([C:45](=[O:53])[NH:46][CH:47]2[CH2:52][CH2:51][NH:50][CH2:49][CH2:48]2)[CH2:40]1. (6) Given the product [F:17][C:18]1[CH:23]=[CH:22][C:21]([CH2:24][CH:40]([CH:35]([C:34]([O:37][CH3:38])=[O:36])[C:3]([O:5][CH3:6])=[O:4])[C:30]2[CH:29]=[CH:28][CH:33]=[CH:32][CH:31]=2)=[C:20]([N+:25]([O-:27])=[O:26])[CH:19]=1, predict the reactants needed to synthesize it. The reactants are: C1(=O)O[CH:6](C2C=CC=CC=2)[O:5][C:3](=[O:4])C1.[H-].[Na+].[F:17][C:18]1[CH:23]=[CH:22][C:21]([CH3:24])=[C:20]([N+:25]([O-:27])=[O:26])[CH:19]=1.[CH3:28][CH2:29][CH2:30][CH2:31][CH2:32][CH3:33].[C:34]([O:37][CH2:38]C)(=[O:36])[CH3:35].[CH3:40]N(C=O)C. (7) Given the product [N:1]1[CH:6]=[CH:5][CH:4]=[CH:3][C:2]=1[C:7]1[N:15]2[C:10]([CH:11]=[CH:12][CH:13]=[CH:14]2)=[CH:9][C:8]=1[CH:16]([NH2:17])[CH2:18][CH3:19], predict the reactants needed to synthesize it. The reactants are: [N:1]1[CH:6]=[CH:5][CH:4]=[CH:3][C:2]=1[C:7]1[N:15]2[C:10]([CH:11]=[CH:12][CH:13]=[CH:14]2)=[CH:9][C:8]=1[C:16]#[N:17].[CH3:18][CH2:19][Mg+].[Br-].[BH4-].[Na+]. (8) Given the product [CH2:34]([N:22]1[CH:23]=[C:24]([C:26]2[CH:31]=[CH:30][C:29]([Cl:32])=[CH:28][C:27]=2[Cl:33])[N:25]=[C:21]1[C@@H:20]([NH:38][C:47](=[O:48])[CH2:46][CH:40]1[CH2:45][CH2:44][CH2:43][CH2:42][CH2:41]1)[CH2:19][C:16]1[CH:17]=[CH:18][C:13]([O:12][CH2:11][C:8]2[CH:7]=[CH:6][C:5]([C:4]([OH:3])=[O:39])=[CH:10][CH:9]=2)=[CH:14][CH:15]=1)[CH2:35][CH2:36][CH3:37], predict the reactants needed to synthesize it. The reactants are: Cl.C[O:3][C:4](=[O:39])[C:5]1[CH:10]=[CH:9][C:8]([CH2:11][O:12][C:13]2[CH:18]=[CH:17][C:16]([CH2:19][C@H:20]([NH2:38])[C:21]3[N:22]([CH2:34][CH2:35][CH2:36][CH3:37])[CH:23]=[C:24]([C:26]4[CH:31]=[CH:30][C:29]([Cl:32])=[CH:28][C:27]=4[Cl:33])[N:25]=3)=[CH:15][CH:14]=2)=[CH:7][CH:6]=1.[CH:40]1([CH2:46][C:47](O)=[O:48])[CH2:45][CH2:44][CH2:43][CH2:42][CH2:41]1. (9) Given the product [C:1]([O:5][C:6]([N:8]1[CH2:13][CH2:12][CH:11]([O:14][C:17]2[C:18]([CH3:25])=[CH:19][C:20]([N+:22]([O-:24])=[O:23])=[CH:21][C:16]=2[CH3:15])[CH2:10][CH2:9]1)=[O:7])([CH3:4])([CH3:2])[CH3:3], predict the reactants needed to synthesize it. The reactants are: [C:1]([O:5][C:6]([N:8]1[CH2:13][CH2:12][CH:11]([OH:14])[CH2:10][CH2:9]1)=[O:7])([CH3:4])([CH3:3])[CH3:2].[CH3:15][C:16]1[CH:21]=[C:20]([N+:22]([O-:24])=[O:23])[CH:19]=[C:18]([CH3:25])[C:17]=1O.C1(P(C2C=CC=CC=2)C2C=CC=CC=2)C=CC=CC=1.N(C(OCC)=O)=NC(OCC)=O. (10) Given the product [CH3:3][C:2]([CH3:21])([O:4][C:5]([NH:7][CH:8]([C:13]1[CH:14]=[C:15]([F:20])[CH:16]=[C:17]([F:19])[CH:18]=1)[C:9]([OH:11])=[O:10])=[O:6])[CH3:1], predict the reactants needed to synthesize it. The reactants are: [CH3:1][C:2]([CH3:21])([O:4][C:5]([NH:7][CH:8]([C:13]1[CH:18]=[C:17]([F:19])[CH:16]=[C:15]([F:20])[CH:14]=1)[C:9]([O:11]C)=[O:10])=[O:6])[CH3:3].[Li+].[OH-].